This data is from Catalyst prediction with 721,799 reactions and 888 catalyst types from USPTO. The task is: Predict which catalyst facilitates the given reaction. (1) Reactant: Cl[C:2]1[CH:7]=[CH:6][N:5]=[C:4]([N:8]2[CH2:19][CH2:18][N:17]3[C:10](=[CH:11][C:12]4[CH2:13][C:14]([CH3:21])([CH3:20])[CH2:15][C:16]=43)[C:9]2=[O:22])[C:3]=1[CH:23]=[O:24].[CH3:25][N:26]1[C:31](=[O:32])[C:30]([NH:33][C:34]2[CH:46]=[C:37]3[CH2:38][N:39]([CH:42]4[CH2:45][O:44][CH2:43]4)[CH2:40][CH2:41][N:36]3[N:35]=2)=[CH:29][C:28](B(O)O)=[CH:27]1.[O-]P([O-])([O-])=O.[K+].[K+].[K+].O.O.O.C([O-])(=O)C.[Na+]. Product: [CH3:20][C:14]1([CH3:21])[CH2:13][C:12]2[CH:11]=[C:10]3[N:17]([CH2:18][CH2:19][N:8]([C:4]4[C:3]([CH:23]=[O:24])=[C:2]([C:28]5[CH:29]=[C:30]([NH:33][C:34]6[CH:46]=[C:37]7[CH2:38][N:39]([CH:42]8[CH2:45][O:44][CH2:43]8)[CH2:40][CH2:41][N:36]7[N:35]=6)[C:31](=[O:32])[N:26]([CH3:25])[CH:27]=5)[CH:7]=[CH:6][N:5]=4)[C:9]3=[O:22])[C:16]=2[CH2:15]1. The catalyst class is: 712. (2) Reactant: [Cl:1][C:2]1[CH:3]=[C:4]([C@@H:8]2[C@@H:13]([C:14]3[CH:19]=[CH:18][C:17]([Cl:20])=[CH:16][CH:15]=3)[N:12]([C@@H:21]([CH2:24][CH3:25])[CH2:22]O)[C:11](=[O:26])[C@:10]([CH2:28][C:29]([O:31][CH3:32])=[O:30])([CH3:27])[CH2:9]2)[CH:5]=[CH:6][CH:7]=1.[CH2:33]([SH:40])[C:34]1[CH:39]=[CH:38][CH:37]=[CH:36][CH:35]=1.C(C=P(CCCC)(CCCC)CCCC)#N. Product: [CH2:33]([S:40][CH2:22][C@@H:21]([N:12]1[C@H:13]([C:14]2[CH:19]=[CH:18][C:17]([Cl:20])=[CH:16][CH:15]=2)[C@@H:8]([C:4]2[CH:5]=[CH:6][CH:7]=[C:2]([Cl:1])[CH:3]=2)[CH2:9][C@@:10]([CH2:28][C:29]([O:31][CH3:32])=[O:30])([CH3:27])[C:11]1=[O:26])[CH2:24][CH3:25])[C:34]1[CH:39]=[CH:38][CH:37]=[CH:36][CH:35]=1. The catalyst class is: 11. (3) The catalyst class is: 8. Product: [CH2:12]([O:11][C:9]1[CH:10]=[C:5]2[C:6](=[CH:7][C:8]=1[O:14][CH:15]([CH3:17])[CH3:16])[N:18]=[CH:24][NH:25][C:4]2=[O:3])[CH3:13]. Reactant: C([O:3][C:4](=O)[C:5]1[CH:10]=[C:9]([O:11][CH2:12][CH3:13])[C:8]([O:14][CH:15]([CH3:17])[CH3:16])=[CH:7][C:6]=1[NH2:18])C.C(O)(=O)C.[CH:24](N)=[NH:25]. (4) Reactant: [CH2:1]([O:8][C@@H:9]([C@@H:25]([N:35]([CH2:43][C:44]1[CH:49]=[CH:48][CH:47]=[CH:46][CH:45]=1)[CH2:36][C:37]1[CH:42]=[CH:41][CH:40]=[CH:39][CH:38]=1)[CH2:26][C:27]1[CH:32]=[C:31]([F:33])[CH:30]=[C:29]([F:34])[CH:28]=1)[C@H:10]([NH:13][CH2:14][C@@H:15]([OH:24])[CH2:16][O:17][CH:18]1[CH2:23][CH2:22][CH2:21][CH2:20][CH2:19]1)[CH2:11][OH:12])[C:2]1[CH:7]=[CH:6][CH:5]=[CH:4][CH:3]=1.[C:50](O[C:50]([O:52][C:53]([CH3:56])([CH3:55])[CH3:54])=[O:51])([O:52][C:53]([CH3:56])([CH3:55])[CH3:54])=[O:51].C(N(C(C)C)CC)(C)C. Product: [C:53]([O:52][C:50](=[O:51])[N:13]([C@H:10]([CH2:11][OH:12])[C@@H:9]([O:8][CH2:1][C:2]1[CH:3]=[CH:4][CH:5]=[CH:6][CH:7]=1)[C@@H:25]([N:35]([CH2:43][C:44]1[CH:49]=[CH:48][CH:47]=[CH:46][CH:45]=1)[CH2:36][C:37]1[CH:42]=[CH:41][CH:40]=[CH:39][CH:38]=1)[CH2:26][C:27]1[CH:32]=[C:31]([F:33])[CH:30]=[C:29]([F:34])[CH:28]=1)[CH2:14][C@@H:15]([OH:24])[CH2:16][O:17][CH:18]1[CH2:23][CH2:22][CH2:21][CH2:20][CH2:19]1)([CH3:56])([CH3:55])[CH3:54]. The catalyst class is: 7. (5) Reactant: [Cl:1][C:2]1[C:7]([O:8][CH3:9])=[CH:6][C:5]([O:10][CH3:11])=[CH:4][C:3]=1[CH2:12][C:13]([OH:15])=[O:14].O=S(Cl)Cl.[CH3:20]O. The catalyst class is: 25. Product: [Cl:1][C:2]1[C:7]([O:8][CH3:9])=[CH:6][C:5]([O:10][CH3:11])=[CH:4][C:3]=1[CH2:12][C:13]([O:15][CH3:20])=[O:14]. (6) Reactant: [F:1][C:2]1[CH:19]=[CH:18][CH:17]=[CH:16][C:3]=1[O:4][C:5]1[N:10]=[CH:9][C:8]([CH2:11][C:12](Cl)=[N:13][OH:14])=[CH:7][CH:6]=1.O1CCCC1.[C:25]([C:27]1[C:28]([NH2:34])=[N:29][C:30]([NH2:33])=[CH:31][CH:32]=1)#[CH:26].C(N(CC)CC)C. Product: [F:1][C:2]1[CH:19]=[CH:18][CH:17]=[CH:16][C:3]=1[O:4][C:5]1[N:10]=[CH:9][C:8]([CH2:11][C:12]2[CH:26]=[C:25]([C:27]3[C:28]([NH2:34])=[N:29][C:30]([NH2:33])=[CH:31][CH:32]=3)[O:14][N:13]=2)=[CH:7][CH:6]=1. The catalyst class is: 6. (7) Reactant: C([O:3][C:4](=[O:34])[CH2:5][N:6]1[C:14]2[C:9](=[CH:10][C:11]([F:15])=[CH:12][CH:13]=2)[C:8]([CH2:16][C:17]2[CH:22]=[CH:21][CH:20]=[CH:19][C:18]=2[S:23]([CH2:26][C:27]2[CH:32]=[CH:31][CH:30]=[CH:29][CH:28]=2)(=[O:25])=[O:24])=[C:7]1[CH3:33])C.[OH-].[K+]. Product: [CH2:26]([S:23]([C:18]1[CH:19]=[CH:20][CH:21]=[CH:22][C:17]=1[CH2:16][C:8]1[C:9]2[C:14](=[CH:13][CH:12]=[C:11]([F:15])[CH:10]=2)[N:6]([CH2:5][C:4]([OH:34])=[O:3])[C:7]=1[CH3:33])(=[O:24])=[O:25])[C:27]1[CH:28]=[CH:29][CH:30]=[CH:31][CH:32]=1. The catalyst class is: 1.